From a dataset of Full USPTO retrosynthesis dataset with 1.9M reactions from patents (1976-2016). Predict the reactants needed to synthesize the given product. (1) Given the product [CH2:24]([CH:18]1[CH2:22][N:21]([CH2:1][C:8]2[NH:7][C:15]3=[CH:14][N:13]=[CH:12][CH:11]=[C:10]3[CH:9]=2)[C:20](=[O:23])[CH2:19]1)[CH2:25][CH3:26], predict the reactants needed to synthesize it. The reactants are: [CH3:1]C(C)([O-])C.[K+].[NH:7]1[C:15]2[C:10](=[CH:11][CH:12]=[N:13][CH:14]=2)[CH:9]=[CH:8]1.ClC[C:18]1([CH2:24][CH2:25][CH3:26])[CH2:22][NH:21][C:20](=[O:23])[CH2:19]1.O. (2) Given the product [C:1]([O:5][C:6](=[O:7])[NH:8][C@H:9]([C:10](=[O:11])[N:12]([CH2:13][CH:14]1[CH2:15][CH2:16][CH2:17][CH2:18]1)[CH2:19][C:20](=[O:21])[NH:26][C@:27]1([C:32]([NH:34][S:35]([C:38]2[CH:39]=[CH:40][CH:41]=[C:42]3[C:46]=2[NH:45][CH:44]=[CH:43]3)(=[O:37])=[O:36])=[O:33])[CH2:29][C@H:28]1[CH:30]=[CH2:31])[CH:23]([CH3:24])[CH3:25])([CH3:2])([CH3:3])[CH3:4], predict the reactants needed to synthesize it. The reactants are: [C:1]([O:5][C:6]([NH:8][C@@H:9]([CH:23]([CH3:25])[CH3:24])[C:10]([N:12]([CH2:19][C:20](O)=[O:21])[CH2:13][CH:14]1[CH2:18][CH2:17][CH2:16][CH2:15]1)=[O:11])=[O:7])([CH3:4])([CH3:3])[CH3:2].[NH2:26][C@:27]1([C:32]([NH:34][S:35]([C:38]2[CH:39]=[CH:40][CH:41]=[C:42]3[C:46]=2[NH:45][CH:44]=[CH:43]3)(=[O:37])=[O:36])=[O:33])[CH2:29][C@H:28]1[CH:30]=[CH2:31].CCN(C(C)C)C(C)C.CN(C(ON1N=NC2C=CC=CC1=2)=[N+](C)C)C.F[P-](F)(F)(F)(F)F.